From a dataset of Catalyst prediction with 721,799 reactions and 888 catalyst types from USPTO. Predict which catalyst facilitates the given reaction. (1) Reactant: [C:1]([Si:5]([C:37]1[CH:42]=[CH:41][CH:40]=[CH:39][CH:38]=1)([C:31]1[CH:36]=[CH:35][CH:34]=[CH:33][CH:32]=1)[O:6][CH2:7][C@H:8]([N:10]1[C:15]2=[N:16][C:17](Cl)=[N:18][CH:19]=[C:14]2[C@@H:13]([CH3:21])[N:12]([C:22]2[CH:27]=[CH:26][C:25]([O:28][CH3:29])=[CH:24][CH:23]=2)[C:11]1=[O:30])[CH3:9])([CH3:4])([CH3:3])[CH3:2].[NH2:43][C:44]1[CH:49]=[CH:48][CH:47]=[CH:46][CH:45]=1. Product: [C:1]([Si:5]([C:37]1[CH:42]=[CH:41][CH:40]=[CH:39][CH:38]=1)([C:31]1[CH:36]=[CH:35][CH:34]=[CH:33][CH:32]=1)[O:6][CH2:7][C@H:8]([N:10]1[C:15]2=[N:16][C:17]([NH:43][C:44]3[CH:49]=[CH:48][CH:47]=[CH:46][CH:45]=3)=[N:18][CH:19]=[C:14]2[C@@H:13]([CH3:21])[N:12]([C:22]2[CH:27]=[CH:26][C:25]([O:28][CH3:29])=[CH:24][CH:23]=2)[C:11]1=[O:30])[CH3:9])([CH3:4])([CH3:3])[CH3:2]. The catalyst class is: 133. (2) Reactant: C(P(=O)(OCC)OCC)#N.[NH2:11][C:12]1[C:17]([F:18])=[CH:16][CH:15]=[CH:14][C:13]=1[S:19][CH2:20][C@@H:21]([C:30]([OH:32])=O)[NH:22][O:23][C:24](=[O:29])[C:25]([CH3:28])([CH3:27])[CH3:26].CN(C=O)C. Product: [CH3:26][C:25]([CH3:28])([CH3:27])[C:24]([O:23][NH:22][C@@H:21]1[C:30](=[O:32])[NH:11][C:12]2[C:17]([F:18])=[CH:16][CH:15]=[CH:14][C:13]=2[S:19][CH2:20]1)=[O:29]. The catalyst class is: 25. (3) Reactant: [H-].C([Al+]CC(C)C)C(C)C.[NH:11]1[C:19]2[C:14](=[CH:15][CH:16]=[CH:17][CH:18]=2)[CH:13]=[C:12]1[C:20](OC)=[O:21]. Product: [NH:11]1[C:19]2[C:14](=[CH:15][CH:16]=[CH:17][CH:18]=2)[CH:13]=[C:12]1[CH2:20][OH:21]. The catalyst class is: 1. (4) The catalyst class is: 5. Product: [CH2:1]([O:8][C:9]1[CH:10]=[CH:11][C:12]([S:20](=[O:33])(=[O:32])[NH:21][C:22]2[CH:23]=[CH:24][C:25]3[CH2:29][O:28][B:27]([OH:30])[C:26]=3[CH:31]=2)=[C:13]([NH:15][C:16](=[O:19])[CH2:17][N:36]([CH3:37])[CH3:35])[CH:14]=1)[C:2]1[CH:7]=[CH:6][CH:5]=[CH:4][CH:3]=1. Reactant: [CH2:1]([O:8][C:9]1[CH:10]=[CH:11][C:12]([S:20](=[O:33])(=[O:32])[NH:21][C:22]2[CH:23]=[CH:24][C:25]3[CH2:29][O:28][B:27]([OH:30])[C:26]=3[CH:31]=2)=[C:13]([NH:15][C:16](=[O:19])[CH2:17]Cl)[CH:14]=1)[C:2]1[CH:7]=[CH:6][CH:5]=[CH:4][CH:3]=1.Cl.[CH3:35][NH:36][CH3:37].CN1CCOCC1.